Predict the reaction yield, written as a fraction of the theoretical maximum amount of product (1.0 means a 100% yield; for example, 0.34 means a 34% yield). From a dataset of Reaction yield outcomes from USPTO patents with 853,638 reactions. (1) The reactants are C[Si](C)(C)N[Si](C)(C)C.[Li].[Br-].C(CCCC[P+](C1C=CC=CC=1)(C1C=CC=CC=1)C1C=CC=CC=1)(O)=O.[C:38]([N:57]1[CH:61]=[C:60]([CH:62]=O)[N:59]=[CH:58]1)([C:51]1[CH:56]=[CH:55][CH:54]=[CH:53][CH:52]=1)([C:45]1[CH:50]=[CH:49][CH:48]=[CH:47][CH:46]=1)[C:39]1[CH:44]=[CH:43][CH:42]=[CH:41][CH:40]=1.[C:64]([OH:76])(=[O:75])[CH2:65][C:66]([CH2:71][C:72](O)=O)(C(O)=O)O. The catalyst is C1COCC1. The product is [C:38]([N:57]1[CH:61]=[C:60]([CH:62]=[CH:72][CH2:71][CH2:66][CH2:65][C:64]([OH:76])=[O:75])[N:59]=[CH:58]1)([C:45]1[CH:46]=[CH:47][CH:48]=[CH:49][CH:50]=1)([C:51]1[CH:56]=[CH:55][CH:54]=[CH:53][CH:52]=1)[C:39]1[CH:44]=[CH:43][CH:42]=[CH:41][CH:40]=1. The yield is 0.310. (2) The reactants are [C:1]([NH:4][C:5]1[CH:6]=[C:7]2[C:12](=[CH:13][CH:14]=1)[C:11](=[O:15])[CH2:10][CH2:9][CH2:8]2)(=[O:3])[CH3:2].[CH:16]1([CH:21]=O)[CH2:20][CH2:19][CH2:18][CH2:17]1.N1CCCC1.Cl. The catalyst is CO. The product is [CH:16]1(/[CH:21]=[C:10]2/[C:11](=[O:15])[C:12]3[CH:13]=[CH:14][C:5]([NH:4][C:1](=[O:3])[CH3:2])=[CH:6][C:7]=3[CH2:8][CH2:9]/2)[CH2:20][CH2:19][CH2:18][CH2:17]1. The yield is 0.720. (3) The reactants are [BH4-].[Na+].[C:3]([C:6]1[C:14]2[C:9](=[CH:10][CH:11]=[CH:12][CH:13]=2)[N:8]([C:15]2[CH:23]=[CH:22][C:18]([C:19]([NH2:21])=[O:20])=[CH:17][C:16]=2[Cl:24])[CH:7]=1)(=[O:5])[CH3:4]. The catalyst is CO.O. The product is [Cl:24][C:16]1[CH:17]=[C:18]([CH:22]=[CH:23][C:15]=1[N:8]1[C:9]2[C:14](=[CH:13][CH:12]=[CH:11][CH:10]=2)[C:6]([CH:3]([OH:5])[CH3:4])=[CH:7]1)[C:19]([NH2:21])=[O:20]. The yield is 0.720. (4) The reactants are [NH2:1][C:2]1[C:11]2[C:6](=[CH:7][CH:8]=[CH:9][CH:10]=2)[CH:5]=[CH:4][CH:3]=1.Br[C:13]1[CH:18]=[CH:17][CH:16]=[CH:15][C:14]=1[CH3:19].CC(C)([O-])C.[Na+]. The catalyst is C1(C)C=CC=CC=1.C1C=CC(P(C2C=CC=CC=2)[C-]2C=CC=C2)=CC=1.C1C=CC(P(C2C=CC=CC=2)[C-]2C=CC=C2)=CC=1.Cl[Pd]Cl.[Fe+2]. The product is [C:14]1([CH3:19])[CH:15]=[CH:16][CH:17]=[CH:18][C:13]=1[NH:1][C:2]1[C:11]2[C:6](=[CH:7][CH:8]=[CH:9][CH:10]=2)[CH:5]=[CH:4][CH:3]=1. The yield is 0.915. (5) The reactants are [NH2:1][C@H:2]([C:5]([OH:7])=[O:6])[CH2:3][OH:4].[N:8]([C:15]([O:17][C:18]([CH3:21])([CH3:20])[CH3:19])=[O:16])([CH3:14])[C@H:9]([C:11]([OH:13])=O)[CH3:10].[CH:22]1[CH:23]=[CH:24][C:25]2N(O)N=N[C:26]=2[CH:27]=1.[CH3:32]N1CCOCC1.CCN=C=N[CH2:44][CH2:45][CH2:46]N(C)C.Cl.[CH2:51]1[CH2:55]O[CH2:53][CH2:52]1. No catalyst specified. The product is [CH2:32]([O:4][CH2:3][C@H:2]([NH:1][C:11](=[O:13])[C@@H:9]([N:8]([C:15]([O:17][C:18]([CH3:21])([CH3:20])[CH3:19])=[O:16])[CH3:14])[CH3:10])[C:5]([O:7][CH2:53][C:52]1[CH:46]=[CH:45][CH:44]=[CH:55][CH:51]=1)=[O:6])[C:26]1[CH:25]=[CH:24][CH:23]=[CH:22][CH:27]=1. The yield is 0.950. (6) The reactants are I[C:2]1[CH:3]=[C:4]([CH:7]=[O:8])[NH:5][CH:6]=1.[Br:9][C:10]1[CH:15]=[CH:14][CH:13]=[C:12]([C:16]#[CH:17])[CH:11]=1.C(N(CC)CC)C.CCCCCC. The catalyst is CN(C=O)C.O.[Cu](I)I.C(OCC)(=O)C. The product is [Br:9][C:10]1[CH:11]=[C:12]([C:16]#[C:17][C:2]2[CH:3]=[C:4]([CH:7]=[O:8])[NH:5][CH:6]=2)[CH:13]=[CH:14][CH:15]=1. The yield is 0.930. (7) The reactants are [F:1][C:2]1[CH:7]=[CH:6][C:5]([CH2:8][C:9]2[CH:18]=[C:17]3[C:12]([C:13]([OH:29])=[C:14]([C:24](OCC)=[O:25])[C:15](=[O:23])[N:16]3[CH2:19][CH2:20][CH2:21][OH:22])=[N:11][CH:10]=2)=[CH:4][CH:3]=1.[NH2:30][CH2:31][CH2:32][N:33]([CH3:38])[S:34]([CH3:37])(=[O:36])=[O:35]. No catalyst specified. The product is [F:1][C:2]1[CH:3]=[CH:4][C:5]([CH2:8][C:9]2[CH:18]=[C:17]3[C:12]([C:13]([OH:29])=[C:14]([C:24]([NH:30][CH2:31][CH2:32][N:33]([CH3:38])[S:34]([CH3:37])(=[O:36])=[O:35])=[O:25])[C:15](=[O:23])[N:16]3[CH2:19][CH2:20][CH2:21][OH:22])=[N:11][CH:10]=2)=[CH:6][CH:7]=1. The yield is 0.240. (8) The reactants are C1(C)C=CC=CC=1.CC1(C)C(C)(C)OB([C:16]2[CH:24]=[CH:23][CH:22]=[C:21]3[C:17]=2[CH2:18][CH2:19][C:20]3=[O:25])O1.Cl[C:28]1[CH:33]=[CH:32][CH:31]=[CH:30][C:29]=1[N+:34]([O-:36])=[O:35].C([O-])([O-])=O.[Na+].[Na+]. The catalyst is C1C=CC([P]([Pd]([P](C2C=CC=CC=2)(C2C=CC=CC=2)C2C=CC=CC=2)([P](C2C=CC=CC=2)(C2C=CC=CC=2)C2C=CC=CC=2)[P](C2C=CC=CC=2)(C2C=CC=CC=2)C2C=CC=CC=2)(C2C=CC=CC=2)C2C=CC=CC=2)=CC=1.CCOC(C)=O.O. The product is [N+:34]([C:29]1[CH:30]=[CH:31][CH:32]=[CH:33][C:28]=1[C:16]1[CH:24]=[CH:23][CH:22]=[C:21]2[C:17]=1[CH2:18][CH2:19][C:20]2=[O:25])([O-:36])=[O:35]. The yield is 0.910.